Predict the product of the given reaction. From a dataset of Forward reaction prediction with 1.9M reactions from USPTO patents (1976-2016). (1) Given the reactants [CH3:1][O:2][CH2:3][CH:4]([OH:6])[CH3:5].C[Si]([N-][Si](C)(C)C)(C)C.[K+].[NH2:17][C:18]1[CH:25]=[C:24](F)[C:21]([C:22]#[N:23])=[CH:20][N:19]=1, predict the reaction product. The product is: [NH2:17][C:18]1[CH:25]=[C:24]([O:6][CH:4]([CH3:5])[CH2:3][O:2][CH3:1])[C:21]([C:22]#[N:23])=[CH:20][N:19]=1. (2) Given the reactants [NH2:1][C:2]1[CH:7]=[C:6]([C:8]2[CH:13]=[C:12]([C:14]#[CH:15])[CH:11]=[CH:10][N:9]=2)[C:5]([N+:16]([O-:18])=[O:17])=[CH:4][C:3]=1Br.C1(P(C2C=CC=CC=2)C2C=CC=CC=2)C=CC=CC=1.CCN(CC)CC.[CH3:46][Si:47]([C:50]#[CH:51])([CH3:49])[CH3:48], predict the reaction product. The product is: [NH2:1][C:2]1[C:3]([C:51]#[C:50][Si:47]([CH3:49])([CH3:48])[CH3:46])=[CH:4][C:5]([N+:16]([O-:18])=[O:17])=[C:6]([C:8]2[CH:13]=[C:12]([C:14]#[CH:15])[CH:11]=[CH:10][N:9]=2)[CH:7]=1. (3) Given the reactants C(N(CC)CC)C.CCN=C=NCCCN(C)C.[CH3:19][S:20]([NH:23][CH2:24][C:25]([OH:27])=O)(=[O:22])=[O:21].[Br:28][C:29]1[C:30]([S:39][C:40]2[N:41]([CH2:50][CH2:51][CH:52]3[CH2:57][CH2:56][NH:55][CH2:54][CH2:53]3)[C:42]3[C:47]([N:48]=2)=[C:46]([NH2:49])[N:45]=[CH:44][N:43]=3)=[CH:31][C:32]2[O:37][CH2:36][CH2:35][O:34][C:33]=2[CH:38]=1, predict the reaction product. The product is: [NH2:49][C:46]1[N:45]=[CH:44][N:43]=[C:42]2[C:47]=1[N:48]=[C:40]([S:39][C:30]1[C:29]([Br:28])=[CH:38][C:33]3[O:34][CH2:35][CH2:36][O:37][C:32]=3[CH:31]=1)[N:41]2[CH2:50][CH2:51][CH:52]1[CH2:53][CH2:54][N:55]([C:25](=[O:27])[CH2:24][NH:23][S:20]([CH3:19])(=[O:22])=[O:21])[CH2:56][CH2:57]1. (4) Given the reactants [Cl:1][C:2]1[CH:3]=[C:4]([CH:8]=[CH:9][N:10]=1)[C:5]([OH:7])=O.S(Cl)(Cl)=O.Cl.[NH2:16][C:17]1[CH:26]=[C:25]([C:27]2[C:36]3[C:31](=[CH:32][C:33]([O:42][CH2:43][CH3:44])=[C:34]4[O:39][C:38]([CH3:41])([CH3:40])[CH2:37][C:35]4=3)[CH2:30][C:29]([CH3:46])([CH3:45])[N:28]=2)[CH:24]=[CH:23][C:18]=1[C:19]([O:21][CH3:22])=[O:20], predict the reaction product. The product is: [Cl:1][C:2]1[CH:3]=[C:4]([C:5]([NH:16][C:17]2[CH:26]=[C:25]([C:27]3[C:36]4[C:31](=[CH:32][C:33]([O:42][CH2:43][CH3:44])=[C:34]5[O:39][C:38]([CH3:41])([CH3:40])[CH2:37][C:35]5=4)[CH2:30][C:29]([CH3:45])([CH3:46])[N:28]=3)[CH:24]=[CH:23][C:18]=2[C:19]([O:21][CH3:22])=[O:20])=[O:7])[CH:8]=[CH:9][N:10]=1. (5) Given the reactants [C@H:1]12[CH2:6][C@H:5]1[CH2:4][C@@H:3]([CH2:7][NH:8][C:9]([C:11]1[C:20]3[O:19][CH2:18][CH2:17][O:16][C:15]=3[CH:14]=[CH:13][CH:12]=1)=[O:10])[NH:2]2.[CH3:21][O:22][C:23]1[CH:28]=[CH:27][C:26]([C:29]2[O:33][CH:32]=[N:31][C:30]=2[C:34](O)=[O:35])=[CH:25][CH:24]=1, predict the reaction product. The product is: [CH3:21][O:22][C:23]1[CH:24]=[CH:25][C:26]([C:29]2[O:33][CH:32]=[N:31][C:30]=2[C:34]([N:2]2[C@H:3]([CH2:7][NH:8][C:9]([C:11]3[C:20]4[O:19][CH2:18][CH2:17][O:16][C:15]=4[CH:14]=[CH:13][CH:12]=3)=[O:10])[CH2:4][C@H:5]3[C@@H:1]2[CH2:6]3)=[O:35])=[CH:27][CH:28]=1. (6) Given the reactants [Br:1][C:2]1[CH:7]=[CH:6][CH:5]=[CH:4][C:3]=1[SH:8].Br[CH2:10][C:11]([O:13][CH3:14])=[O:12].N1C=CC=CC=1, predict the reaction product. The product is: [CH3:14][O:13][C:11](=[O:12])[CH2:10][S:8][C:3]1[CH:4]=[CH:5][CH:6]=[CH:7][C:2]=1[Br:1]. (7) Given the reactants [CH3:1][O:2][C:3]1[C:4]([CH2:17][CH2:18][C:19]#[N:20])=[CH:5][C:6]2[C:11]([CH:12]=1)=[CH:10][CH:9]=[C:8]([O:13][CH3:14])[C:7]=2[O:15][CH3:16].[Na].[CH3:22][C:23]([O:26][C:27](O[C:27]([O:26][C:23]([CH3:25])([CH3:24])[CH3:22])=[O:28])=[O:28])([CH3:25])[CH3:24].CCN(CC)CC, predict the reaction product. The product is: [C:23]([O:26][C:27](=[O:28])[NH:20][CH2:19][CH2:18][CH2:17][C:4]1[CH2:5][C:6]2[C:11]([CH2:12][C:3]=1[O:2][CH3:1])=[CH:10][CH:9]=[C:8]([O:13][CH3:14])[C:7]=2[O:15][CH3:16])([CH3:25])([CH3:24])[CH3:22]. (8) Given the reactants [CH2:1]([O:8][C:9](=[O:15])[C:10](=[O:14])[CH:11]([CH3:13])[CH3:12])[C:2]1[CH:7]=[CH:6][CH:5]=[CH:4][CH:3]=1.C(O[BH-](OC(=O)C)OC(=O)C)(=O)C.[Na+], predict the reaction product. The product is: [CH2:1]([O:8][C:9](=[O:15])[CH:10]([OH:14])[CH:11]([CH3:13])[CH3:12])[C:2]1[CH:7]=[CH:6][CH:5]=[CH:4][CH:3]=1. (9) Given the reactants C(OC([N:8]1[CH2:12][C@H:11]([S:13]([CH3:16])(=[O:15])=[O:14])[CH2:10][C@H:9]1[C:17](=[O:24])[NH:18][C:19]1([C:22]#[N:23])[CH2:21][CH2:20]1)=O)(C)(C)C.[F:25][C:26]([F:31])([F:30])[C:27]([OH:29])=[O:28], predict the reaction product. The product is: [F:25][C:26]([F:31])([F:30])[C:27]([OH:29])=[O:28].[C:22]([C:19]1([NH:18][C:17]([C@@H:9]2[CH2:10][C@@H:11]([S:13]([CH3:16])(=[O:15])=[O:14])[CH2:12][NH:8]2)=[O:24])[CH2:20][CH2:21]1)#[N:23].